From a dataset of NCI-60 drug combinations with 297,098 pairs across 59 cell lines. Regression. Given two drug SMILES strings and cell line genomic features, predict the synergy score measuring deviation from expected non-interaction effect. Drug 1: CC12CCC(CC1=CCC3C2CCC4(C3CC=C4C5=CN=CC=C5)C)O. Drug 2: C1CN(P(=O)(OC1)NCCCl)CCCl. Cell line: BT-549. Synergy scores: CSS=2.30, Synergy_ZIP=4.43, Synergy_Bliss=7.58, Synergy_Loewe=5.74, Synergy_HSA=6.75.